Dataset: Catalyst prediction with 721,799 reactions and 888 catalyst types from USPTO. Task: Predict which catalyst facilitates the given reaction. (1) Reactant: [NH2:1][C:2]1[N:10]=[CH:9][C:8]([CH3:11])=[CH:7][C:3]=1[C:4]([NH2:6])=[O:5].Br[CH2:13][C:14]1[CH:19]=[C:18]([Cl:20])[CH:17]=[CH:16][C:15]=1[S:21]([CH3:24])(=[O:23])=[O:22].C(OCC)(=O)C. Product: [ClH:20].[Cl:20][C:18]1[CH:17]=[CH:16][C:15]([S:21]([CH3:24])(=[O:23])=[O:22])=[C:14]([CH:19]=1)[CH2:13][N:10]1[CH:9]=[C:8]([CH3:11])[CH:7]=[C:3]([C:4]([NH2:6])=[O:5])[C:2]1=[NH:1]. The catalyst class is: 9. (2) Reactant: [C:1]([OH:7])([C:3]([F:6])([F:5])[F:4])=[O:2].[Cl:8][CH2:9][CH2:10][CH2:11]/[C:12](=[CH:20]\[C:21]1[CH:26]=[CH:25][C:24]([N:27]2[CH:31]=[C:30]([CH3:32])[N:29]=[CH:28]2)=[C:23]([F:33])[CH:22]=1)/[C:13]([O:15]C(C)(C)C)=[O:14]. Product: [F:4][C:3]([F:6])([F:5])[C:1]([OH:7])=[O:2].[Cl:8][CH2:9][CH2:10][CH2:11]/[C:12](=[CH:20]\[C:21]1[CH:26]=[CH:25][C:24]([N:27]2[CH:31]=[C:30]([CH3:32])[N:29]=[CH:28]2)=[C:23]([F:33])[CH:22]=1)/[C:13]([OH:15])=[O:14]. The catalyst class is: 22. (3) Reactant: [CH2:1]([OH:10])[CH2:2][CH2:3][CH2:4][CH2:5][CH2:6][CH2:7][CH2:8][OH:9].N1C=CC=CC=1.[C:17](Cl)(=[O:21])[C:18]([CH3:20])=[CH2:19]. Product: [OH:9][CH2:8][CH2:7][CH2:6][CH2:5][CH2:4][CH2:3][CH2:2][CH2:1][O:10][C:17](=[O:21])[C:18]([CH3:20])=[CH2:19]. The catalyst class is: 2. (4) The catalyst class is: 2. Reactant: C([O:3][C:4]([C:6]1[N:10]2[C:11]3[CH:12]=[CH:13][CH:14]=[CH:15][C:16]=3[N:17]([C:18]3[CH:23]=[CH:22][C:21]([Cl:24])=[CH:20][C:19]=3[Cl:25])[C:9]2=[N:8][C:7]=1[C:26]([F:29])([F:28])[F:27])=O)C.C1(C)C=CC=CC=1.CC(C[AlH]CC(C)C)C.CO. Product: [Cl:25][C:19]1[CH:20]=[C:21]([Cl:24])[CH:22]=[CH:23][C:18]=1[N:17]1[C:16]2[CH:15]=[CH:14][CH:13]=[CH:12][C:11]=2[N:10]2[C:6]([CH2:4][OH:3])=[C:7]([C:26]([F:29])([F:28])[F:27])[N:8]=[C:9]12. (5) Reactant: [NH:1]1[C:10]2[C:5](=[CH:6][CH:7]=[CH:8][N:9]=2)[CH:4]=[CH:3][C:2]1=[O:11].[H-].[Na+].CS(O[CH2:19][CH2:20][CH2:21][C:22]1([C:35]([O:37][CH2:38][CH3:39])=[O:36])[CH2:27][CH2:26][N:25]([C:28]([O:30][C:31]([CH3:34])([CH3:33])[CH3:32])=[O:29])[CH2:24][CH2:23]1)(=O)=O.O. Product: [O:11]=[C:2]1[CH:3]=[CH:4][C:5]2[C:10](=[N:9][CH:8]=[CH:7][CH:6]=2)[N:1]1[CH2:19][CH2:20][CH2:21][C:22]1([C:35]([O:37][CH2:38][CH3:39])=[O:36])[CH2:27][CH2:26][N:25]([C:28]([O:30][C:31]([CH3:32])([CH3:33])[CH3:34])=[O:29])[CH2:24][CH2:23]1. The catalyst class is: 42.